Dataset: M1 muscarinic receptor antagonist screen with 61,756 compounds. Task: Binary Classification. Given a drug SMILES string, predict its activity (active/inactive) in a high-throughput screening assay against a specified biological target. (1) The drug is O(c1ccc(C(=O)Nn2c(nc3c(c2=O)cccc3)C)cc1)CCC. The result is 0 (inactive). (2) The compound is O(C1CCCCC1)C(=O)C(c1nc2c(nc1N1CC(CCC1)C)cccc2)C#N. The result is 0 (inactive). (3) The molecule is s1c(c2onc(C(=O)NCc3ccc(F)cc3)c2)ccc1. The result is 0 (inactive). (4) The compound is O(c1cc(CNC2CCCCCC2)cc(OC)c1O)C. The result is 0 (inactive).